From a dataset of Full USPTO retrosynthesis dataset with 1.9M reactions from patents (1976-2016). Predict the reactants needed to synthesize the given product. Given the product [O:61]=[C:52]1[C:53]2[C:58](=[CH:57][CH:56]=[CH:55][CH:54]=2)[C:59](=[O:60])[N:51]1[CH2:50][C@@H:49]([NH:48][C:12]([C:9]1[O:8][C:7]([C:6]2[N:2]([CH3:1])[N:3]=[CH:4][CH:5]=2)=[N:11][CH:10]=1)=[O:14])[CH2:62][C:63]1[CH:68]=[CH:67][CH:66]=[C:65]([F:69])[CH:64]=1, predict the reactants needed to synthesize it. The reactants are: [CH3:1][N:2]1[C:6]([C:7]2[O:8][C:9]([C:12]([OH:14])=O)=[CH:10][N:11]=2)=[CH:5][CH:4]=[N:3]1.C1CN([P+](Br)(N2CCCC2)N2CCCC2)CC1.F[P-](F)(F)(F)(F)F.CCN(C(C)C)C(C)C.[NH2:48][C@@H:49]([CH2:62][C:63]1[CH:68]=[CH:67][CH:66]=[C:65]([F:69])[CH:64]=1)[CH2:50][N:51]1[C:59](=[O:60])[C:58]2[C:53](=[CH:54][CH:55]=[CH:56][CH:57]=2)[C:52]1=[O:61].